This data is from Reaction yield outcomes from USPTO patents with 853,638 reactions. The task is: Predict the reaction yield, written as a fraction of the theoretical maximum amount of product (1.0 means a 100% yield; for example, 0.34 means a 34% yield). The reactants are [CH3:1][S:2][C:3]1[S:4][C:5]2[CH:11]=[C:10]([OH:12])[CH:9]=[CH:8][C:6]=2[N:7]=1.[CH3:13][NH:14][C:15]([C:17]1[CH:22]=[C:21](Cl)[CH:20]=[CH:19][N:18]=1)=[O:16].O. The catalyst is CN(C=O)C. The product is [CH3:13][NH:14][C:15]([C:17]1[CH:22]=[C:21]([O:12][C:10]2[CH:9]=[CH:8][C:6]3[N:7]=[C:3]([S:2][CH3:1])[S:4][C:5]=3[CH:11]=2)[CH:20]=[CH:19][N:18]=1)=[O:16]. The yield is 0.620.